Dataset: Full USPTO retrosynthesis dataset with 1.9M reactions from patents (1976-2016). Task: Predict the reactants needed to synthesize the given product. Given the product [CH3:37][O:36][C:34](=[O:35])[CH2:33][O:17][C:12]1[CH:13]=[CH:14][CH:15]=[C:16]2[C:11]=1[C:10]1[CH:18]([C:23](=[O:24])[NH2:25])[CH2:19][CH2:20][CH2:21][CH2:22][C:9]=1[N:8]2[CH2:1][C:2]1[CH:3]=[CH:4][CH:5]=[CH:6][CH:7]=1, predict the reactants needed to synthesize it. The reactants are: [CH2:1]([N:8]1[C:16]2[C:11](=[C:12]([OH:17])[CH:13]=[CH:14][CH:15]=2)[C:10]2[CH:18]([C:23]([NH2:25])=[O:24])[CH2:19][CH2:20][CH2:21][CH2:22][C:9]1=2)[C:2]1[CH:7]=[CH:6][CH:5]=[CH:4][CH:3]=1.C([O-])([O-])=O.[Cs+].[Cs+].Br[CH2:33][C:34]([O:36][CH3:37])=[O:35].O.